From a dataset of Reaction yield outcomes from USPTO patents with 853,638 reactions. Predict the reaction yield, written as a fraction of the theoretical maximum amount of product (1.0 means a 100% yield; for example, 0.34 means a 34% yield). (1) The reactants are [S:1]1[CH:5]=[CH:4][CH:3]=[C:2]1[C:6]1[NH:10][CH:9]=[C:8](/[CH:11]=[CH:12]/[C:13]([O:15][CH2:16][CH3:17])=[O:14])[CH:7]=1.[H][H]. The catalyst is C(O)C.[Pd]. The product is [S:1]1[CH:5]=[CH:4][CH:3]=[C:2]1[C:6]1[NH:10][CH:9]=[C:8]([CH2:11][CH2:12][C:13]([O:15][CH2:16][CH3:17])=[O:14])[CH:7]=1. The yield is 0.580. (2) The reactants are C(OC(=O)[NH:7][CH:8]1[CH2:17][C:16]2[C:11](=[CH:12][CH:13]=[C:14]([C:18]#[N:19])[CH:15]=2)[NH:10][CH2:9]1)(C)(C)C.[ClH:21].O1CCOCC1. The catalyst is C(Cl)Cl. The product is [ClH:21].[ClH:21].[NH2:7][CH:8]1[CH2:17][C:16]2[C:11](=[CH:12][CH:13]=[C:14]([C:18]#[N:19])[CH:15]=2)[NH:10][CH2:9]1. The yield is 1.00.